This data is from Full USPTO retrosynthesis dataset with 1.9M reactions from patents (1976-2016). The task is: Predict the reactants needed to synthesize the given product. (1) Given the product [OH:19][NH:18][C:15](=[NH:16])[CH2:14][C:10]1[CH:11]=[CH:12][CH:13]=[C:8]([I:7])[CH:9]=1, predict the reactants needed to synthesize it. The reactants are: C(=O)([O-])[O-].[Na+].[Na+].[I:7][C:8]1[CH:9]=[C:10]([CH2:14][C:15]#[N:16])[CH:11]=[CH:12][CH:13]=1.Cl.[NH2:18][OH:19].CCO. (2) Given the product [Cl:44][C:45]1[S:49][C:48]([S:50]([NH:53][C:19]([C:17]2([CH3:22])[CH2:16][N:15]([C:4]3[C:3]([C:1]#[N:2])=[CH:8][C:7]([C:9]([O:11][CH2:12][CH3:13])=[O:10])=[C:6]([CH3:14])[N:5]=3)[CH2:18]2)=[O:21])(=[O:52])=[O:51])=[CH:47][CH:46]=1, predict the reactants needed to synthesize it. The reactants are: [C:1]([C:3]1[C:4]([N:15]2[CH2:18][C:17]([CH3:22])([C:19]([OH:21])=O)[CH2:16]2)=[N:5][C:6]([CH3:14])=[C:7]([C:9]([O:11][CH2:12][CH3:13])=[O:10])[CH:8]=1)#[N:2].CCN=C=NCCCN(C)C.C1C=CC2N(O)N=NC=2C=1.[Cl:44][C:45]1[S:49][C:48]([S:50]([NH2:53])(=[O:52])=[O:51])=[CH:47][CH:46]=1.CCN(C(C)C)C(C)C.